The task is: Predict which catalyst facilitates the given reaction.. This data is from Catalyst prediction with 721,799 reactions and 888 catalyst types from USPTO. (1) Reactant: [NH2:1][CH:2]([C:6]1[CH:11]=[CH:10][C:9]([Cl:12])=[CH:8][CH:7]=1)[CH2:3][CH2:4][OH:5].[CH2:13]([N:20]1[CH2:25][CH2:24][CH:23]([C:26]2[N:34]3[C:29]([C:30](=[O:36])[N:31]=[C:32](Cl)[NH:33]3)=[CH:28][N:27]=2)[CH2:22][CH2:21]1)[C:14]1[CH:19]=[CH:18][CH:17]=[CH:16][CH:15]=1.[I-].[Na+].CCN(C(C)C)C(C)C. Product: [CH2:13]([N:20]1[CH2:25][CH2:24][CH:23]([C:26]2[N:34]3[C:29]([C:30](=[O:36])[N:31]=[C:32]([NH:1][CH:2]([C:6]4[CH:7]=[CH:8][C:9]([Cl:12])=[CH:10][CH:11]=4)[CH2:3][CH2:4][OH:5])[NH:33]3)=[CH:28][N:27]=2)[CH2:22][CH2:21]1)[C:14]1[CH:19]=[CH:18][CH:17]=[CH:16][CH:15]=1. The catalyst class is: 51. (2) The catalyst class is: 3. Product: [CH3:18][O:17][N:16]([CH3:15])[C:10](=[O:12])[C@H:9]([NH:8][C:6](=[O:7])[O:5][C:1]([CH3:2])([CH3:3])[CH3:4])[CH3:13]. Reactant: [C:1]([O:5][C:6]([NH:8][C@H:9]([CH3:13])[C:10]([OH:12])=O)=[O:7])([CH3:4])([CH3:3])[CH3:2].Cl.[CH3:15][NH:16][O:17][CH3:18].CN(C(ON1N=NC2C=CC=NC1=2)=[N+](C)C)C.F[P-](F)(F)(F)(F)F.C(N(CC)C(C)C)(C)C. (3) Product: [CH3:34][N:10]1[CH2:11][CH2:12][C:7]([CH2:13][O:14][CH:15]([C:17]2[CH:18]=[C:19]([C:28]([F:29])([F:30])[F:31])[CH:20]=[C:21]3[C:25]=2[NH:24][N:23]=[C:22]3[C:26]#[N:27])[CH3:16])([C:1]2[CH:2]=[CH:3][CH:4]=[CH:5][CH:6]=2)[CH2:8][CH2:9]1. Reactant: [C:1]1([C:7]2([CH2:13][O:14][CH:15]([C:17]3[CH:18]=[C:19]([C:28]([F:31])([F:30])[F:29])[CH:20]=[C:21]4[C:25]=3[NH:24][N:23]=[C:22]4[C:26]#[N:27])[CH3:16])[CH2:12][CH2:11][NH:10][CH2:9][CH2:8]2)[CH:6]=[CH:5][CH:4]=[CH:3][CH:2]=1.C=O.[C:34]([BH3-])#N.[Na+]. The catalyst class is: 477. (4) Reactant: [H-].[Na+].[Br:3][C:4]1[CH:5]=[N:6][NH:7][CH:8]=1.[C:9]([O:13][C:14]([N:16]1[CH2:21][CH2:20][CH:19](OS(C)(=O)=O)[CH2:18][CH2:17]1)=[O:15])([CH3:12])([CH3:11])[CH3:10]. Product: [C:9]([O:13][C:14]([N:16]1[CH2:21][CH2:20][CH:19]([N:6]2[CH:5]=[C:4]([Br:3])[CH:8]=[N:7]2)[CH2:18][CH2:17]1)=[O:15])([CH3:12])([CH3:10])[CH3:11]. The catalyst class is: 3. (5) Reactant: [CH3:1][O:2][C:3](=[O:40])[CH2:4][CH2:5][CH2:6]/[CH:7]=[CH:8]\[CH2:9][C@@H:10]1[C@@H:14](/[CH:15]=[CH:16]/[CH:17]([O:30][Si](C(C)(C)C)(C)C)[CH2:18][CH2:19][C:20]2[S:24][C:23]3[CH:25]=[CH:26][CH:27]=[CH:28][C:22]=3[C:21]=2[Cl:29])[CH2:13][CH:12]([OH:38])[C:11]1=[O:39].C1C=CN=CC=1.F.C([O-])(O)=O.[Na+]. The catalyst class is: 10. Product: [CH3:1][O:2][C:3](=[O:40])[CH2:4][CH2:5][CH2:6]/[CH:7]=[CH:8]\[CH2:9][C@@H:10]1[C@@H:14](/[CH:15]=[CH:16]/[CH:17]([OH:30])[CH2:18][CH2:19][C:20]2[S:24][C:23]3[CH:25]=[CH:26][CH:27]=[CH:28][C:22]=3[C:21]=2[Cl:29])[CH2:13][CH:12]([OH:38])[C:11]1=[O:39]. (6) Reactant: [Cl:1][C:2]1[C:3]2[N:4]([CH:8]=[CH:9][N:10]=2)[CH:5]=[CH:6][N:7]=1.[Br:11]N1C(=O)CCC1=O. Product: [Br:11][C:8]1[N:4]2[CH:5]=[CH:6][N:7]=[C:2]([Cl:1])[C:3]2=[N:10][CH:9]=1. The catalyst class is: 2. (7) Reactant: [K].C([O:9][C:10]1[CH:19]=[C:18]2[C:13]([CH:14]=[C:15]([O:21][CH3:22])[C:16](=[O:20])[O:17]2)=[CH:12][C:11]=1[N:23]1[S:27](=[O:29])(=[O:28])[NH:26][C:25](=[O:30])[CH2:24]1)C1C=CC=CC=1. Product: [OH:9][C:10]1[CH:19]=[C:18]2[C:13]([CH:14]=[C:15]([O:21][CH3:22])[C:16](=[O:20])[O:17]2)=[CH:12][C:11]=1[N:23]1[S:27](=[O:29])(=[O:28])[NH:26][C:25](=[O:30])[CH2:24]1. The catalyst class is: 522. (8) Reactant: [Cl:1][C:2]1[C:7]([O:8][CH3:9])=[CH:6][C:5]([N:10](CC2C=CC(OC)=CC=2)[C:11]2[C:20]3[C:15](=[CH:16][C:17](F)=[C:18]([O:21][CH3:22])[CH:19]=3)[N:14]=[CH:13][N:12]=2)=[C:4]([O:33][CH3:34])[CH:3]=1.[N:35]1[CH:40]=[CH:39][C:38]([CH2:41][CH2:42][CH2:43][OH:44])=[CH:37][CH:36]=1.C[Si]([N-][Si](C)(C)C)(C)C.[Na+]. Product: [Cl:1][C:2]1[C:7]([O:8][CH3:9])=[CH:6][C:5]([NH:10][C:11]2[C:16]3[C:15](=[CH:20][C:19]([O:44][CH2:43][CH2:42][CH2:41][C:38]4[CH:39]=[CH:40][N:35]=[CH:36][CH:37]=4)=[C:18]([O:21][CH3:22])[CH:17]=3)[N:14]=[CH:13][N:12]=2)=[C:4]([O:33][CH3:34])[CH:3]=1. The catalyst class is: 1.